From a dataset of Forward reaction prediction with 1.9M reactions from USPTO patents (1976-2016). Predict the product of the given reaction. (1) Given the reactants [Cl:1][C:2]1[CH:3]=[CH:4][C:5]([C:26]#[N:27])=[C:6]([C:8]2[CH:13]=[CH:12][N:11]([CH:14]([CH2:18][C:19]3[CH:24]=[CH:23][CH:22]=[CH:21][CH:20]=3)[C:15](O)=[O:16])[C:10](=[O:25])[CH:9]=2)[CH:7]=1.[NH:28]1[C:32]([C:33]2[CH:39]=[CH:38][C:36]([NH2:37])=[CH:35][CH:34]=2)=[N:31][N:30]=[N:29]1, predict the reaction product. The product is: [Cl:1][C:2]1[CH:3]=[CH:4][C:5]([C:26]#[N:27])=[C:6]([C:8]2[CH:13]=[CH:12][N:11]([CH:14]([CH2:18][C:19]3[CH:20]=[CH:21][CH:22]=[CH:23][CH:24]=3)[C:15]([NH:37][C:36]3[CH:38]=[CH:39][C:33]([C:32]4[NH:31][N:30]=[N:29][N:28]=4)=[CH:34][CH:35]=3)=[O:16])[C:10](=[O:25])[CH:9]=2)[CH:7]=1.[CH2:10]([NH:11][CH2:12][CH3:13])[CH3:9]. (2) The product is: [CH3:9][O:8][C:5]1[N:4]=[C:3]([CH3:10])[C:2]([B:11]2[O:15][C:14]([CH3:17])([CH3:16])[C:13]([CH3:19])([CH3:18])[O:12]2)=[CH:7][CH:6]=1. Given the reactants Br[C:2]1[C:3]([CH3:10])=[N:4][C:5]([O:8][CH3:9])=[CH:6][CH:7]=1.[B:11]1([B:11]2[O:15][C:14]([CH3:17])([CH3:16])[C:13]([CH3:19])([CH3:18])[O:12]2)[O:15][C:14]([CH3:17])([CH3:16])[C:13]([CH3:19])([CH3:18])[O:12]1.C([O-])(=O)C.[K+].CS(C)=O, predict the reaction product. (3) Given the reactants [CH3:1][O:2][C:3](=[O:28])[CH2:4][O:5][CH2:6][CH2:7][CH2:8][CH2:9][N:10]1[C:15](=[O:16])[CH2:14][CH2:13][CH2:12][C@@H:11]1/[CH:17]=[CH:18]/[CH:19]([OH:27])[CH2:20][C:21]1[CH:26]=[CH:25][CH:24]=[CH:23][CH:22]=1.[H][H], predict the reaction product. The product is: [CH3:1][O:2][C:3](=[O:28])[CH2:4][O:5][CH2:6][CH2:7][CH2:8][CH2:9][N:10]1[C:15](=[O:16])[CH2:14][CH2:13][CH2:12][C@@H:11]1[CH2:17][CH2:18][CH:19]([OH:27])[CH2:20][C:21]1[CH:26]=[CH:25][CH:24]=[CH:23][CH:22]=1. (4) Given the reactants [Br:1][C:2]1[CH:3]=[C:4]2[C:9](=[CH:10][CH:11]=1)[N:8]=[C:7](Cl)[N:6]=[C:5]2[C:13]1[CH:18]=[CH:17][C:16]([O:19][CH3:20])=[C:15]([O:21][CH3:22])[CH:14]=1.[NH3:23], predict the reaction product. The product is: [Br:1][C:2]1[CH:3]=[C:4]2[C:9](=[CH:10][CH:11]=1)[N:8]=[C:7]([NH2:23])[N:6]=[C:5]2[C:13]1[CH:18]=[CH:17][C:16]([O:19][CH3:20])=[C:15]([O:21][CH3:22])[CH:14]=1. (5) The product is: [Br:10][CH2:9][C:5]1[CH:6]=[CH:7][CH:8]=[C:3]([CH2:2][O:17][CH2:16][CH:12]2[CH2:13][CH2:14][CH2:15][O:11]2)[N:4]=1. Given the reactants Br[CH2:2][C:3]1[CH:8]=[CH:7][CH:6]=[C:5]([CH2:9][Br:10])[N:4]=1.[O:11]1[CH2:15][CH2:14][CH2:13][CH:12]1[CH2:16][OH:17], predict the reaction product.